Dataset: Forward reaction prediction with 1.9M reactions from USPTO patents (1976-2016). Task: Predict the product of the given reaction. (1) Given the reactants [CH3:1][CH2:2][N:3]([C:21]([CH3:23])=[O:22])[C:4]1[CH:5]=[CH:6][CH:7]=[C:8]([C:10]2[N:15]3[N:16]=[CH:17][C:18]([C:19]#[N:20])=[C:14]3[N:13]=[CH:12][CH:11]=2)[CH:9]=1.ClCCl.[BrH:27].CC(O)=O.C(OCC)C, predict the reaction product. The product is: [CH3:1][CH2:2][N:3]([C:21]([CH3:23])=[O:22])[C:4]1[CH:5]=[CH:6][CH:7]=[C:8]([C:10]2[N:15]3[N:16]=[CH:17][C:18]([C:19]#[N:20])=[C:14]3[N:13]=[CH:12][CH:11]=2)[CH:9]=1.[BrH:27]. (2) Given the reactants [CH:1]([OH:4])([CH3:3])[CH3:2].[CH3:5][OH:6], predict the reaction product. The product is: [CH:1]([O:4][C:5]([CH2:3][C:1]1[O:4][C:1]([CH3:3])([CH3:2])[O:4][C:5](=[O:6])[CH:2]=1)=[O:6])([CH3:3])[CH3:2]. (3) Given the reactants Br[C:2]1[C:3]([F:25])=[CH:4][C:5]2[O:11][CH2:10][CH2:9][N:8]3[C:12]([CH2:18][N:19]4[CH2:23][CH2:22][CH2:21][CH2:20]4)=[C:13]([C:15]([NH2:17])=[O:16])[N:14]=[C:7]3[C:6]=2[CH:24]=1.[C:26]([C@:28]1([OH:35])[CH2:32][CH2:31][N:30]([CH3:33])[C:29]1=[O:34])#[CH:27], predict the reaction product. The product is: [F:25][C:3]1[C:2]([C:27]#[C:26][C@:28]2([OH:35])[CH2:32][CH2:31][N:30]([CH3:33])[C:29]2=[O:34])=[CH:24][C:6]2[C:7]3[N:8]([C:12]([CH2:18][N:19]4[CH2:23][CH2:22][CH2:21][CH2:20]4)=[C:13]([C:15]([NH2:17])=[O:16])[N:14]=3)[CH2:9][CH2:10][O:11][C:5]=2[CH:4]=1. (4) Given the reactants [CH3:1][O:2][C:3]1[CH:8]=[CH:7][C:6](/[CH:9]=[N:10]\[S:11]([N:14]2[C:19]3([CH2:21][CH2:20]3)[CH2:18][N:17]([C:22]3[C:23]4[CH:30]=[CH:29][NH:28][C:24]=4[N:25]=[CH:26][N:27]=3)[CH2:16][CH2:15]2)(=[O:13])=[O:12])=[CH:5][CH:4]=1.[BH4-].[Na+], predict the reaction product. The product is: [CH3:1][O:2][C:3]1[CH:8]=[CH:7][C:6]([CH2:9][NH:10][S:11]([N:14]2[C:19]3([CH2:20][CH2:21]3)[CH2:18][N:17]([C:22]3[C:23]4[CH:30]=[CH:29][NH:28][C:24]=4[N:25]=[CH:26][N:27]=3)[CH2:16][CH2:15]2)(=[O:13])=[O:12])=[CH:5][CH:4]=1.